Dataset: Forward reaction prediction with 1.9M reactions from USPTO patents (1976-2016). Task: Predict the product of the given reaction. (1) The product is: [Cl:1][C:2]1[CH:3]=[C:4]2[C:5]([CH:6]([OH:7])[N:8]([CH2:11][CH:12]([CH3:13])[CH3:14])[C:9]2=[O:10])=[CH:15][CH:16]=1.[Cl:1][C:2]1[CH:3]=[C:4]2[C:5](=[CH:15][CH:16]=1)[C:6](=[O:7])[N:8]([CH2:11][CH:12]([CH3:13])[CH3:14])[CH:9]2[OH:10]. Given the reactants [Cl:1][C:2]1[CH:3]=[C:4]2[C:9](=[O:10])[N:8]([CH2:11][CH:12]([CH3:14])[CH3:13])[C:6](=[O:7])[C:5]2=[CH:15][CH:16]=1.O, predict the reaction product. (2) Given the reactants [C:1]([O:5][C:6]([N:8]1[C@@H:13]([CH3:14])[CH2:12][N:11]2[N:15]=[CH:16][C:17]([N:18]3[C:22](=[O:23])[CH2:21][C:20]([CH3:27])([C:24](O)=[O:25])[CH2:19]3)=[C:10]2[CH2:9]1)=[O:7])([CH3:4])([CH3:3])[CH3:2].CN1CCOCC1.ClC(OCC(C)C)=O.[BH4-].[Na+], predict the reaction product. The product is: [OH:25][CH2:24][C:20]1([CH3:27])[CH2:19][N:18]([C:17]2[CH:16]=[N:15][N:11]3[CH2:12][C@H:13]([CH3:14])[N:8]([C:6]([O:5][C:1]([CH3:4])([CH3:3])[CH3:2])=[O:7])[CH2:9][C:10]=23)[C:22](=[O:23])[CH2:21]1. (3) The product is: [CH3:10][C:8]1[C:3]2[CH:4]=[CH:5][S:1][C:2]=2[S:6][CH:7]=1. Given the reactants [S:1]1[CH:5]=[CH:4][CH:3]=[C:2]1[S:6][CH2:7][C:8]([CH3:10])=O, predict the reaction product. (4) Given the reactants [N+]([O-])(O)=O.[NH2:5][NH:6][C:7]([NH2:9])=[NH:8].[C:10]([C:14]1[CH:22]=[CH:21][C:17]([C:18](Cl)=O)=[CH:16][CH:15]=1)([CH3:13])([CH3:12])[CH3:11].[OH-].[Na+].Cl, predict the reaction product. The product is: [C:10]([C:14]1[CH:15]=[CH:16][C:17]([C:18]2[NH:8][C:7]([NH2:9])=[N:6][N:5]=2)=[CH:21][CH:22]=1)([CH3:13])([CH3:12])[CH3:11]. (5) Given the reactants [CH3:1][C:2](=[CH:4][CH2:5][CH2:6]/[C:7](=[CH:9]/[CH2:10][OH:11])/[CH3:8])[CH3:3].C(Cl)Cl.C1COCC1.CC(OI1(OC(C)=O)(OC(C)=O)OC(=O)C2C=CC=CC1=2)=O, predict the reaction product. The product is: [CH3:8]/[C:7](/[CH2:6][CH2:5][CH:4]=[C:2]([CH3:3])[CH3:1])=[CH:9]\[CH:10]=[O:11]. (6) The product is: [CH3:22][N:23]([CH3:25])[CH:24]=[CH:16][C:15]([C:11]1[CH:10]=[C:9]([C:4]2[CH:5]=[CH:6][CH:7]=[CH:8][C:3]=2[C:2]([F:18])([F:19])[F:1])[CH:14]=[CH:13][CH:12]=1)=[O:17]. Given the reactants [F:1][C:2]([F:19])([F:18])[C:3]1[CH:8]=[CH:7][CH:6]=[CH:5][C:4]=1[C:9]1[CH:14]=[CH:13][CH:12]=[C:11]([C:15](=[O:17])[CH3:16])[CH:10]=1.CO[CH:22](OC)[N:23]([CH3:25])[CH3:24], predict the reaction product. (7) Given the reactants [NH2:1][C:2]1[CH:3]=[C:4]([CH:8]=[CH:9][C:10]=1[O:11][CH3:12])[C:5]([OH:7])=O.[C:13](Cl)(=[O:16])[CH2:14][CH3:15].[F:18][C:19]1[CH:20]=[C:21]([CH:23]=[CH:24][C:25]=1[NH2:26])[NH2:22], predict the reaction product. The product is: [F:18][C:19]1[CH:20]=[C:21]([NH:22][C:5](=[O:7])[C:4]2[CH:8]=[CH:9][C:10]([O:11][CH3:12])=[C:2]([NH:1][C:13](=[O:16])[CH2:14][CH3:15])[CH:3]=2)[CH:23]=[CH:24][C:25]=1[NH2:26].